This data is from NCI-60 drug combinations with 297,098 pairs across 59 cell lines. The task is: Regression. Given two drug SMILES strings and cell line genomic features, predict the synergy score measuring deviation from expected non-interaction effect. Drug 1: C(CC(=O)O)C(=O)CN.Cl. Drug 2: CCC1(C2=C(COC1=O)C(=O)N3CC4=CC5=C(C=CC(=C5CN(C)C)O)N=C4C3=C2)O.Cl. Cell line: HCC-2998. Synergy scores: CSS=34.0, Synergy_ZIP=0.115, Synergy_Bliss=3.67, Synergy_Loewe=6.83, Synergy_HSA=8.05.